Task: Predict the reaction yield, written as a fraction of the theoretical maximum amount of product (1.0 means a 100% yield; for example, 0.34 means a 34% yield).. Dataset: Reaction yield outcomes from USPTO patents with 853,638 reactions (1) The reactants are [N:1]1[C:6]([C:7](OC)=[O:8])=[CH:5][CH:4]=[CH:3][C:2]=1[C:11]([O:13][CH3:14])=[O:12].CO.[BH4-].[Na+]. The catalyst is ClCCl. The product is [OH:8][CH2:7][C:6]1[N:1]=[C:2]([C:11]([O:13][CH3:14])=[O:12])[CH:3]=[CH:4][CH:5]=1. The yield is 0.920. (2) The reactants are [F:1][C:2]1[C:7]([CH2:8][OH:9])=[CH:6][CH:5]=[C:4]([F:10])[N:3]=1.N1C=CN=C1.[C:16]([Si:20]([C:28]1[CH:33]=[CH:32][CH:31]=[CH:30][CH:29]=1)([C:22]1[CH:27]=[CH:26][CH:25]=[CH:24][CH:23]=1)Cl)([CH3:19])([CH3:18])[CH3:17].Cl. The catalyst is ClCCl. The product is [Si:20]([O:9][CH2:8][C:7]1[C:2]([F:1])=[N:3][C:4]([F:10])=[CH:5][CH:6]=1)([C:16]([CH3:19])([CH3:18])[CH3:17])([C:28]1[CH:29]=[CH:30][CH:31]=[CH:32][CH:33]=1)[C:22]1[CH:27]=[CH:26][CH:25]=[CH:24][CH:23]=1. The yield is 1.00. (3) The reactants are C([Sn](CCCC)(CCCC)[C:6]1[CH:11]=[CH:10][N:9]=[CH:8][CH:7]=1)CCC.Br[C:21]1[N:25]2[CH2:26][CH2:27][CH2:28][CH2:29][C:24]2=[N:23][C:22]=1[CH3:30].[Cl-].[Li+]. The catalyst is C1(C)C=CC=CC=1.Cl[Pd](Cl)([P](C1C=CC=CC=1)(C1C=CC=CC=1)C1C=CC=CC=1)[P](C1C=CC=CC=1)(C1C=CC=CC=1)C1C=CC=CC=1. The product is [CH3:30][C:22]1[N:23]=[C:24]2[CH:29]=[CH:28][CH:27]=[CH:26][N:25]2[C:21]=1[C:6]1[CH:7]=[CH:8][N:9]=[CH:10][CH:11]=1. The yield is 0.320. (4) The reactants are [H-].[H-].[H-].[H-].[Li+].[Al+3].[CH3:7][N:8]([CH3:22])[C:9]([C:11]1[NH:12][C:13]2[C:18]([CH:19]=1)=[CH:17][C:16]([O:20][CH3:21])=[CH:15][CH:14]=2)=O. The catalyst is C1COCC1. The product is [CH3:21][O:20][C:16]1[CH:17]=[C:18]2[C:13](=[CH:14][CH:15]=1)[NH:12][C:11]([CH2:9][N:8]([CH3:7])[CH3:22])=[CH:19]2. The yield is 0.900. (5) The reactants are Cl.O=[C:3]1[NH:22]C2=NC=C(C3C=CC(C(=N)OCC)=CC=3)N=C2[N:4]1CCN1CCCCC1.[O:31]=[C:32]1[NH:48][C:35]2=[N:36][CH:37]=[C:38]([C:40]3[CH:47]=[CH:46][C:43]([C:44]#[N:45])=[CH:42][CH:41]=3)[N:39]=[C:34]2[N:33]1[CH2:49][CH2:50][N:51]1[CH2:56][CH2:55][CH2:54][CH2:53][CH2:52]1.Cl. The catalyst is C(O)C. The product is [N:4]1[N:45]=[C:44]([C:43]2[CH:42]=[CH:41][C:40]([C:38]3[N:39]=[C:34]4[N:33]([CH2:49][CH2:50][N:51]5[CH2:52][CH2:53][CH2:54][CH2:55][CH2:56]5)[C:32](=[O:31])[NH:48][C:35]4=[N:36][CH:37]=3)=[CH:47][CH:46]=2)[NH:22][CH:3]=1. The yield is 0.646.